This data is from Catalyst prediction with 721,799 reactions and 888 catalyst types from USPTO. The task is: Predict which catalyst facilitates the given reaction. (1) Reactant: CN(C)[CH:3]=[C:4]([C:13]1[CH:18]=[CH:17][CH:16]=[CH:15][N:14]=1)[C:5]([C:7]1[CH:11]=[CH:10][O:9][C:8]=1[CH3:12])=O.Cl.[CH3:21][CH:22]1[CH2:27][CH2:26][CH2:25][N:24]([C:28](=[NH:30])[NH2:29])[CH2:23]1.CC(C)([O-])C.[K+]. Product: [CH3:12][C:8]1[O:9][CH:10]=[CH:11][C:7]=1[C:5]1[C:4]([C:13]2[CH:18]=[CH:17][CH:16]=[CH:15][N:14]=2)=[CH:3][N:29]=[C:28]([N:24]2[CH2:25][CH2:26][CH2:27][CH:22]([CH3:21])[CH2:23]2)[N:30]=1. The catalyst class is: 40. (2) Product: [CH3:21][P:19]([CH2:22][C:23]1[CH:24]=[C:25]([N:29]2[C:33]([NH:42][C:45](=[O:8])[NH:47][C:48]3[C:57]4[C:52](=[CH:53][CH:54]=[CH:55][CH:56]=4)[C:51]([O:58][C:59]4[CH:64]=[CH:63][N:62]=[C:61]([NH:65][C:66]5[CH:67]=[C:68]([CH:80]=[C:81]([O:83][CH3:84])[CH:82]=5)[C:69]([NH:71][CH2:72][CH2:73][N:74]5[CH2:79][CH2:78][O:77][CH2:76][CH2:75]5)=[O:70])[CH:60]=4)=[CH:50][CH:49]=3)=[CH:32][C:31]([CH:37]([CH3:38])[CH3:39])=[N:30]2)[CH:26]=[CH:27][CH:28]=1)([CH3:18])=[O:20]. Reactant: C1C=CC(P(N=[N+]=[N-])(C2C=CC=CC=2)=[O:8])=CC=1.[CH3:18][P:19]([CH2:22][C:23]1[CH:24]=[C:25]([N:29]2[C:33](C(O)=O)=[CH:32][C:31]([CH:37]([CH3:39])[CH3:38])=[N:30]2)[CH:26]=[CH:27][CH:28]=1)([CH3:21])=[O:20].CC[N:42]([CH2:45]C)CC.[NH2:47][C:48]1[C:57]2[C:52](=[CH:53][CH:54]=[CH:55][CH:56]=2)[C:51]([O:58][C:59]2[CH:64]=[CH:63][N:62]=[C:61]([NH:65][C:66]3[CH:67]=[C:68]([CH:80]=[C:81]([O:83][CH3:84])[CH:82]=3)[C:69]([NH:71][CH2:72][CH2:73][N:74]3[CH2:79][CH2:78][O:77][CH2:76][CH2:75]3)=[O:70])[CH:60]=2)=[CH:50][CH:49]=1. The catalyst class is: 726.